This data is from Forward reaction prediction with 1.9M reactions from USPTO patents (1976-2016). The task is: Predict the product of the given reaction. (1) Given the reactants [CH3:1][C:2]1[CH:11]=[CH:10][C:5]([C:6]([O:8][CH3:9])=[O:7])=[CH:4][N+:3]=1[O-].C1(C)C=CC(S([Cl:22])(=O)=O)=CC=1.C(=O)(O)[O-].[Na+], predict the reaction product. The product is: [Cl:22][CH2:1][C:2]1[CH:11]=[CH:10][C:5]([C:6]([O:8][CH3:9])=[O:7])=[CH:4][N:3]=1. (2) Given the reactants [NH:1]([C:13]([O:15][C:16]([CH3:19])([CH3:18])[CH3:17])=[O:14])[C@H:2]([C:10]([OH:12])=O)[CH2:3][S:4][S:5][C:6]([CH3:9])([CH3:8])[CH3:7].C(Cl)CCl.C1C=CC2N(O)N=NC=2C=1.CN1CCOCC1.Cl.[CH3:42][O:43][C:44](=[O:47])[CH2:45][NH2:46], predict the reaction product. The product is: [NH:1]([C:13]([O:15][C:16]([CH3:19])([CH3:18])[CH3:17])=[O:14])[C@H:2]([C:10]([NH:46][CH2:45][C:44]([O:43][CH3:42])=[O:47])=[O:12])[CH2:3][S:4][S:5][C:6]([CH3:7])([CH3:8])[CH3:9]. (3) The product is: [Cl:1][C:2]1[CH:7]=[CH:6][C:5]([C:8]2[C:9]([CH3:25])=[C:10]([C:23]3[NH:31][N:30]=[N:29][N:24]=3)[S:11][C:12]=2[C:13]2[CH:18]=[CH:17][C:16]([Cl:19])=[CH:15][C:14]=2[CH:20]([CH3:22])[CH3:21])=[C:4]([CH:26]([CH3:28])[CH3:27])[CH:3]=1. Given the reactants [Cl:1][C:2]1[CH:7]=[CH:6][C:5]([C:8]2[C:9]([CH3:25])=[C:10]([C:23]#[N:24])[S:11][C:12]=2[C:13]2[CH:18]=[CH:17][C:16]([Cl:19])=[CH:15][C:14]=2[CH:20]([CH3:22])[CH3:21])=[C:4]([CH:26]([CH3:28])[CH3:27])[CH:3]=1.[N-:29]=[N+:30]=[N-:31].[Na+], predict the reaction product. (4) Given the reactants [Cl:1][C:2]1[CH:7]=[CH:6][C:5]([CH:8]=[CH:9][C:10]2[CH:15]=[CH:14][C:13]([N+:16]([O-])=O)=[CH:12][CH:11]=2)=[CH:4][C:3]=1[Cl:19], predict the reaction product. The product is: [Cl:19][C:3]1[CH:4]=[C:5]([CH2:8][CH2:9][C:10]2[CH:11]=[CH:12][C:13]([NH2:16])=[CH:14][CH:15]=2)[CH:6]=[CH:7][C:2]=1[Cl:1]. (5) Given the reactants [Cl:1][C:2]1[N:7]=[N:6][C:5]([NH:8][CH:9]2[CH2:14][C:13]([CH3:16])([CH3:15])[N:12]([CH3:17])[C:11]([CH3:19])([CH3:18])[CH2:10]2)=[CH:4][CH:3]=1.Cl[C:21]1N=NC(NC2CC(C)(C)NC(C)(C)C2)=CC=1.[H-].[Na+].CI, predict the reaction product. The product is: [Cl:1][C:2]1[N:7]=[N:6][C:5]([N:8]([CH3:21])[CH:9]2[CH2:14][C:13]([CH3:15])([CH3:16])[N:12]([CH3:17])[C:11]([CH3:19])([CH3:18])[CH2:10]2)=[CH:4][CH:3]=1.